This data is from NCI-60 drug combinations with 297,098 pairs across 59 cell lines. The task is: Regression. Given two drug SMILES strings and cell line genomic features, predict the synergy score measuring deviation from expected non-interaction effect. (1) Drug 1: COC1=NC(=NC2=C1N=CN2C3C(C(C(O3)CO)O)O)N. Drug 2: C1=NNC2=C1C(=O)NC=N2. Cell line: HOP-92. Synergy scores: CSS=-3.70, Synergy_ZIP=0.185, Synergy_Bliss=-1.64, Synergy_Loewe=-5.02, Synergy_HSA=-5.02. (2) Drug 1: CN(C)N=NC1=C(NC=N1)C(=O)N. Drug 2: N.N.Cl[Pt+2]Cl. Cell line: UACC62. Synergy scores: CSS=2.92, Synergy_ZIP=-1.15, Synergy_Bliss=-0.885, Synergy_Loewe=-0.157, Synergy_HSA=-0.176. (3) Drug 1: C1CN(P(=O)(OC1)NCCCl)CCCl. Drug 2: CC1CCCC2(C(O2)CC(NC(=O)CC(C(C(=O)C(C1O)C)(C)C)O)C(=CC3=CSC(=N3)C)C)C. Cell line: DU-145. Synergy scores: CSS=58.7, Synergy_ZIP=5.77, Synergy_Bliss=5.02, Synergy_Loewe=-36.0, Synergy_HSA=1.46. (4) Drug 1: CC1OCC2C(O1)C(C(C(O2)OC3C4COC(=O)C4C(C5=CC6=C(C=C35)OCO6)C7=CC(=C(C(=C7)OC)O)OC)O)O. Drug 2: CC1=C(C(=CC=C1)Cl)NC(=O)C2=CN=C(S2)NC3=CC(=NC(=N3)C)N4CCN(CC4)CCO. Cell line: OVCAR-8. Synergy scores: CSS=30.6, Synergy_ZIP=-6.08, Synergy_Bliss=-1.25, Synergy_Loewe=0.755, Synergy_HSA=0.544. (5) Drug 1: CC12CCC3C(C1CCC2=O)CC(=C)C4=CC(=O)C=CC34C. Drug 2: C1C(C(OC1N2C=NC(=NC2=O)N)CO)O. Cell line: DU-145. Synergy scores: CSS=50.7, Synergy_ZIP=0.778, Synergy_Bliss=3.14, Synergy_Loewe=2.69, Synergy_HSA=4.09. (6) Drug 1: C1=NC(=NC(=O)N1C2C(C(C(O2)CO)O)O)N. Drug 2: C1=NNC2=C1C(=O)NC=N2. Cell line: T-47D. Synergy scores: CSS=-2.72, Synergy_ZIP=-0.231, Synergy_Bliss=-3.86, Synergy_Loewe=-37.8, Synergy_HSA=-8.52.